This data is from Catalyst prediction with 721,799 reactions and 888 catalyst types from USPTO. The task is: Predict which catalyst facilitates the given reaction. (1) Reactant: Cl[C:2]1[C:11]([C:12]([OH:14])=[O:13])=[CH:10][C:9]2[C:4](=[CH:5][CH:6]=[C:7]([Cl:15])[CH:8]=2)[N:3]=1.[NH2:16][C@@H:17]([CH2:21][C:22]1[CH:27]=[CH:26][C:25]([O:28][C:29]2[C:34]([C:35]([F:38])([F:37])[F:36])=[CH:33][CH:32]=[CH:31][N:30]=2)=[CH:24][CH:23]=1)[C:18]([OH:20])=[O:19]. Product: [C:18]([C@@H:17]([NH:16][C:2]1[C:11]([C:12]([OH:14])=[O:13])=[CH:10][C:9]2[C:4](=[CH:5][CH:6]=[C:7]([Cl:15])[CH:8]=2)[N:3]=1)[CH2:21][C:22]1[CH:27]=[CH:26][C:25]([O:28][C:29]2[C:34]([C:35]([F:38])([F:36])[F:37])=[CH:33][CH:32]=[CH:31][N:30]=2)=[CH:24][CH:23]=1)([OH:20])=[O:19]. The catalyst class is: 16. (2) Reactant: [CH2:1]([O:3][C:4](=[O:23])[C:5]1[CH:15]=[C:14]([C:16](=[O:22])[N:17]([CH3:21])[CH2:18][CH2:19][CH3:20])[CH:13]=[C:7]([C:8]([O:10]CC)=[O:9])[CH:6]=1)[CH3:2].[OH-].[Na+].Cl. Product: [CH2:1]([O:3][C:4](=[O:23])[C:5]1[CH:15]=[C:14]([C:16](=[O:22])[N:17]([CH3:21])[CH2:18][CH2:19][CH3:20])[CH:13]=[C:7]([C:8]([OH:10])=[O:9])[CH:6]=1)[CH3:2]. The catalyst class is: 8. (3) Reactant: C([O:8][C:9]1[CH:18]=[CH:17][C:12]([C:13]([O:15][CH3:16])=[O:14])=[CH:11][C:10]=1[C:19](=[O:21])[NH2:20])C1C=CC=CC=1.[H][H]. Product: [C:19]([C:10]1[CH:11]=[C:12]([CH:17]=[CH:18][C:9]=1[OH:8])[C:13]([O:15][CH3:16])=[O:14])(=[O:21])[NH2:20]. The catalyst class is: 19. (4) Reactant: [CH3:1][O-:2].[Na+].F[C:5]1[CH:6]=[C:7]([CH:11]=[CH:12][C:13]=1[C:14]([F:17])([F:16])[F:15])[C:8]([OH:10])=[O:9].Cl. Product: [CH3:1][O:2][C:5]1[CH:6]=[C:7]([CH:11]=[CH:12][C:13]=1[C:14]([F:17])([F:16])[F:15])[C:8]([OH:10])=[O:9]. The catalyst class is: 816.